Dataset: Forward reaction prediction with 1.9M reactions from USPTO patents (1976-2016). Task: Predict the product of the given reaction. (1) Given the reactants [N:1]1([CH2:15][C:16]2[N:20](C(OC(C)(C)C)=O)[C:19]3[CH:28]=[CH:29][CH:30]=[C:31]([N:32]4[CH2:37][CH2:36][N:35]([CH3:38])[CH2:34][CH2:33]4)[C:18]=3[N:17]=2)[C@@H:14]2[C@@H:5]([CH2:6][CH2:7][C:8]3[C:13]2=[N:12][CH:11]=[CH:10][CH:9]=3)[CH2:4][CH2:3][CH2:2]1.FC(F)(F)C(O)=O, predict the reaction product. The product is: [CH3:38][N:35]1[CH2:34][CH2:33][N:32]([C:31]2[C:18]3[N:17]=[C:16]([CH2:15][N:1]4[C@@H:14]5[C@@H:5]([CH2:6][CH2:7][C:8]6[C:13]5=[N:12][CH:11]=[CH:10][CH:9]=6)[CH2:4][CH2:3][CH2:2]4)[NH:20][C:19]=3[CH:28]=[CH:29][CH:30]=2)[CH2:37][CH2:36]1. (2) Given the reactants [NH2:1][CH2:2][C:3]1[CH:4]=[N:5][CH:6]=[CH:7][C:8]=1[C:9]1[N:18]=[CH:17][C:16]2[N:15]([CH3:19])[C:14](=[O:20])[C@@H:13]([CH2:21][CH3:22])[N:12]([CH:23]3[CH2:27][CH2:26][CH2:25][CH2:24]3)[C:11]=2[N:10]=1.[C:28](O)([C:30](F)(F)F)=[O:29], predict the reaction product. The product is: [CH:23]1([N:12]2[C:11]3[N:10]=[C:9]([C:8]4[CH:7]=[CH:6][N:5]=[CH:4][C:3]=4[CH2:2][NH:1][C:28](=[O:29])[CH3:30])[N:18]=[CH:17][C:16]=3[N:15]([CH3:19])[C:14](=[O:20])[C@H:13]2[CH2:21][CH3:22])[CH2:27][CH2:26][CH2:25][CH2:24]1. (3) Given the reactants Br[C:2]1[N:7]=[C:6]2[N:8]([CH2:11][C:12]3[CH:13]=[C:14]4[C:19](=[CH:20][CH:21]=3)[N:18]=[CH:17][CH:16]=[CH:15]4)[N:9]=[N:10][C:5]2=[N:4][CH:3]=1.[CH3:22][C:23]1[N:24]=[CH:25][NH:26][CH:27]=1.[F-].[Cs+], predict the reaction product. The product is: [CH3:22][C:23]1[N:24]=[CH:25][N:26]([C:2]2[N:7]=[C:6]3[N:8]([CH2:11][C:12]4[CH:13]=[C:14]5[C:19](=[CH:20][CH:21]=4)[N:18]=[CH:17][CH:16]=[CH:15]5)[N:9]=[N:10][C:5]3=[N:4][CH:3]=2)[CH:27]=1. (4) Given the reactants [Br:1][C:2]1[CH:7]=[C:6]([C:8]([F:11])([F:10])[F:9])[C:5]([CH:12]([O:17][C:18]([CH3:21])([CH3:20])[CH3:19])[C:13]([O:15][CH3:16])=[O:14])=[C:4]([C:22]2[CH:23]=[CH:24][C:25]3[O:30][CH2:29][CH2:28][CH2:27][C:26]=3[CH:31]=2)[C:3]=1[OH:32].[C:33](=O)([O-])[O-].[K+].[K+].IC, predict the reaction product. The product is: [Br:1][C:2]1[CH:7]=[C:6]([C:8]([F:9])([F:11])[F:10])[C:5]([CH:12]([O:17][C:18]([CH3:21])([CH3:20])[CH3:19])[C:13]([O:15][CH3:16])=[O:14])=[C:4]([C:22]2[CH:23]=[CH:24][C:25]3[O:30][CH2:29][CH2:28][CH2:27][C:26]=3[CH:31]=2)[C:3]=1[O:32][CH3:33]. (5) Given the reactants FC(F)(F)C(O)=O.[Cl:8][C:9]1[C:10]([C:24]([NH2:26])=[O:25])=[C:11]2[CH2:16][NH:15][CH2:14][CH2:13][N:12]2[C:17]=1[C:18]1[CH:23]=[CH:22][CH:21]=[CH:20][CH:19]=1.C(N(CC)CC)C.[C:34]1([NH:40][S:41](Cl)(=[O:43])=[O:42])[CH:39]=[CH:38][CH:37]=[CH:36][CH:35]=1, predict the reaction product. The product is: [Cl:8][C:9]1[C:10]([C:24]([NH2:26])=[O:25])=[C:11]2[CH2:16][N:15]([S:41](=[O:43])(=[O:42])[NH:40][C:34]3[CH:39]=[CH:38][CH:37]=[CH:36][CH:35]=3)[CH2:14][CH2:13][N:12]2[C:17]=1[C:18]1[CH:23]=[CH:22][CH:21]=[CH:20][CH:19]=1. (6) Given the reactants [NH2:1][CH:2]1[CH2:7][CH2:6][N:5]([C:8]([O:10][C:11]([CH3:14])([CH3:13])[CH3:12])=[O:9])[CH2:4][CH2:3]1.C(N(CC)CC)C.[Br:22][C:23]1[S:27][C:26]([S:28](Cl)(=[O:30])=[O:29])=[CH:25][CH:24]=1, predict the reaction product. The product is: [Br:22][C:23]1[S:27][C:26]([S:28]([NH:1][CH:2]2[CH2:3][CH2:4][N:5]([C:8]([O:10][C:11]([CH3:14])([CH3:13])[CH3:12])=[O:9])[CH2:6][CH2:7]2)(=[O:30])=[O:29])=[CH:25][CH:24]=1.